Dataset: Reaction yield outcomes from USPTO patents with 853,638 reactions. Task: Predict the reaction yield, written as a fraction of the theoretical maximum amount of product (1.0 means a 100% yield; for example, 0.34 means a 34% yield). (1) The reactants are [C:1]([C:3]1[CH:4]=[CH:5][C:6]([C:9]([OH:11])=O)=[N:7][CH:8]=1)#[N:2].[NH2:12][C:13]1[CH:14]=[CH:15][C:16]([F:32])=[C:17]([C@@:19]2([CH3:31])[N:27]=[C:26]([NH2:28])[C:22]3([CH2:25][CH2:24][CH2:23]3)[S:21](=[O:30])(=[O:29])[CH2:20]2)[CH:18]=1. No catalyst specified. The product is [NH2:28][C:26]1[C:22]2([CH2:25][CH2:24][CH2:23]2)[S:21](=[O:29])(=[O:30])[CH2:20][C@:19]([C:17]2[CH:18]=[C:13]([NH:12][C:9]([C:6]3[CH:5]=[CH:4][C:3]([C:1]#[N:2])=[CH:8][N:7]=3)=[O:11])[CH:14]=[CH:15][C:16]=2[F:32])([CH3:31])[N:27]=1. The yield is 0.474. (2) The reactants are [CH3:1][C@H:2]1[CH2:7][NH:6][C@H:5]([CH3:8])[CH2:4][N:3]1[C@H:9]([C:24]1[CH:36]=[CH:35][C:27]([C:28]([N:30]([CH2:33][CH3:34])[CH2:31][CH3:32])=[O:29])=[CH:26][CH:25]=1)[C:10]1[CH:15]=[CH:14][CH:13]=[C:12]([O:16]S(C(F)(F)F)(=O)=O)[CH:11]=1.[I-].[Na+].C(N(CC)CC)C.[F:46][C:47]1[CH:54]=[CH:53][C:50]([CH2:51]Br)=[CH:49][CH:48]=1.[OH-].[Na+]. The catalyst is C(#N)C. The product is [CH3:1][C@H:2]1[CH2:7][N:6]([CH2:51][C:50]2[CH:53]=[CH:54][C:47]([F:46])=[CH:48][CH:49]=2)[C@H:5]([CH3:8])[CH2:4][N:3]1[C@H:9]([C:24]1[CH:25]=[CH:26][C:27]([C:28]([N:30]([CH2:31][CH3:32])[CH2:33][CH3:34])=[O:29])=[CH:35][CH:36]=1)[C:10]1[CH:15]=[CH:14][CH:13]=[C:12]([OH:16])[CH:11]=1. The yield is 0.840. (3) The reactants are [CH:1]([C@@H:14]1[CH2:20][C@@H:19]2[C@@H:17]([O:18]2)[CH2:16][O:15]1)([C:8]1[CH:13]=[CH:12][CH:11]=[CH:10][CH:9]=1)[C:2]1[CH:7]=[CH:6][CH:5]=[CH:4][CH:3]=1.[CH3:21][O:22][C:23]1[CH:30]=[C:29]([O:31][CH3:32])[CH:28]=[CH:27][C:24]=1[CH2:25][NH2:26]. No catalyst specified. The product is [CH:1]([C@@H:14]1[CH2:20][C@@H:19]([OH:18])[C@H:17]([NH:26][CH2:25][C:24]2[CH:27]=[CH:28][C:29]([O:31][CH3:32])=[CH:30][C:23]=2[O:22][CH3:21])[CH2:16][O:15]1)([C:8]1[CH:13]=[CH:12][CH:11]=[CH:10][CH:9]=1)[C:2]1[CH:3]=[CH:4][CH:5]=[CH:6][CH:7]=1. The yield is 0.700. (4) The yield is 0.760. The reactants are [CH3:1][CH:2]([O:4][C:5](=[O:22])[NH:6][C@H:7]1[C:16]2[C:11](=[CH:12][CH:13]=[C:14](Br)[CH:15]=2)[N:10]([C:18](=[O:20])[CH3:19])[C@@H:9]([CH3:21])[CH2:8]1)[CH3:3].[CH2:23]([O:25][C:26]([C:28]1[CH:33]=[CH:32][C:31](B(O)O)=[CH:30][CH:29]=1)=[O:27])[CH3:24].C([O-])([O-])=O.[Na+].[Na+]. The catalyst is COCCOC.C1C=CC([P]([Pd]([P](C2C=CC=CC=2)(C2C=CC=CC=2)C2C=CC=CC=2)([P](C2C=CC=CC=2)(C2C=CC=CC=2)C2C=CC=CC=2)[P](C2C=CC=CC=2)(C2C=CC=CC=2)C2C=CC=CC=2)(C2C=CC=CC=2)C2C=CC=CC=2)=CC=1. The product is [C:18]([N:10]1[C:11]2[C:16](=[CH:15][C:14]([C:31]3[CH:32]=[CH:33][C:28]([C:26]([O:25][CH2:23][CH3:24])=[O:27])=[CH:29][CH:30]=3)=[CH:13][CH:12]=2)[C@H:7]([NH:6][C:5]([O:4][CH:2]([CH3:3])[CH3:1])=[O:22])[CH2:8][C@@H:9]1[CH3:21])(=[O:20])[CH3:19]. (5) The reactants are Br[CH:2]1[CH2:6][CH2:5][N:4]([C:7]2[CH:8]=[N:9][N:10]([C:15]3[CH:20]=[CH:19][C:18]([F:21])=[CH:17][CH:16]=3)[C:11]=2[CH:12]([CH3:14])[CH3:13])[C:3]1=[O:22].[NH2:23][C:24]1[N:29]=[CH:28][N:27]=[C:26]2[NH:30][N:31]=[C:32]([C:33]#[N:34])[C:25]=12.C([O-])([O-])=O.[K+].[K+]. The catalyst is CN(C=O)C. The product is [NH2:23][C:24]1[N:29]=[CH:28][N:27]=[C:26]2[N:30]([CH:2]3[CH2:6][CH2:5][N:4]([C:7]4[CH:8]=[N:9][N:10]([C:15]5[CH:20]=[CH:19][C:18]([F:21])=[CH:17][CH:16]=5)[C:11]=4[CH:12]([CH3:14])[CH3:13])[C:3]3=[O:22])[N:31]=[C:32]([C:33]#[N:34])[C:25]=12. The yield is 0.820. (6) The reactants are [OH:1][CH:2]([C:4]1[CH:9]=[CH:8][N:7]=[C:6]([O:10][CH:11]2[CH2:16][CH2:15][N:14]([C:17]([O:19][C:20]([CH3:23])([CH3:22])[CH3:21])=[O:18])[CH2:13][CH2:12]2)[CH:5]=1)[CH3:3].O[C:25]1[CH:29]=[C:28]([N:30]2[C:34]3[CH:35]=[CH:36][C:37]([C:39]4[CH:40]=[N:41][N:42]([CH3:44])[CH:43]=4)=[CH:38][C:33]=3[N:32]=[CH:31]2)[S:27][C:26]=1[C:45]([O:47][CH3:48])=[O:46]. No catalyst specified. The product is [CH3:48][O:47][C:45]([C:26]1[S:27][C:28]([N:30]2[C:34]3[CH:35]=[CH:36][C:37]([C:39]4[CH:40]=[N:41][N:42]([CH3:44])[CH:43]=4)=[CH:38][C:33]=3[N:32]=[CH:31]2)=[CH:29][C:25]=1[O:1][CH:2]([C:4]1[CH:9]=[CH:8][N:7]=[C:6]([O:10][CH:11]2[CH2:16][CH2:15][N:14]([C:17]([O:19][C:20]([CH3:22])([CH3:21])[CH3:23])=[O:18])[CH2:13][CH2:12]2)[CH:5]=1)[CH3:3])=[O:46]. The yield is 0.790. (7) The reactants are [Cl:1][C:2]1[CH:3]=[C:4]2[C:9](=[CH:10][C:11]=1[O:12][C:13]1[CH:18]=[CH:17][C:16]([C:19](=[O:35])[NH:20][C:21]3[CH:26]=[CH:25][CH:24]=[C:23]([C:27]4[CH:32]=[CH:31][C:30]([Cl:33])=[C:29]([Cl:34])[CH:28]=4)[N:22]=3)=[CH:15][CH:14]=1)[O:8][CH2:7][CH2:6][CH:5]2[C:36]([O:38]CC)=[O:37].[OH-].[Na+]. The catalyst is C1COCC1.C(O)C. The product is [Cl:1][C:2]1[CH:3]=[C:4]2[C:9](=[CH:10][C:11]=1[O:12][C:13]1[CH:14]=[CH:15][C:16]([C:19](=[O:35])[NH:20][C:21]3[CH:26]=[CH:25][CH:24]=[C:23]([C:27]4[CH:32]=[CH:31][C:30]([Cl:33])=[C:29]([Cl:34])[CH:28]=4)[N:22]=3)=[CH:17][CH:18]=1)[O:8][CH2:7][CH2:6][CH:5]2[C:36]([OH:38])=[O:37]. The yield is 0.660.